Predict the reaction yield, written as a fraction of the theoretical maximum amount of product (1.0 means a 100% yield; for example, 0.34 means a 34% yield). From a dataset of Reaction yield outcomes from USPTO patents with 853,638 reactions. (1) The reactants are [Br-].[C:2]([CH2:5][CH2:6][CH2:7][P+](C1C=CC=CC=1)(C1C=CC=CC=1)C1C=CC=CC=1)([OH:4])=[O:3].[CH3:27][O:28][C:29]1[C:36]([O:37][CH3:38])=[C:35]([O:39][CH3:40])[CH:34]=[CH:33][C:30]=1[CH:31]=O. The catalyst is C1COCC1. The product is [CH3:27][O:28][C:29]1[C:36]([O:37][CH3:38])=[C:35]([O:39][CH3:40])[CH:34]=[CH:33][C:30]=1/[CH:31]=[CH:7]/[CH2:6][CH2:5][C:2]([OH:4])=[O:3]. The yield is 0.640. (2) The reactants are P(Cl)(Cl)(Cl)=O.[C:6](O)(=O)[C:7]1[CH:12]=[CH:11][CH:10]=[CH:9][CH:8]=1.[NH2:15][NH:16][C:17](N)=[S:18].N(OC(C)(C)C)=O.NC(N)=[S:29]. The catalyst is C(=O)([O-])O.[Na+]. The product is [C:7]1([C:6]2[S:29][C:17]([SH:18])=[N:16][N:15]=2)[CH:12]=[CH:11][CH:10]=[CH:9][CH:8]=1. The yield is 0.550. (3) The reactants are [CH3:1][CH:2]1[O:7][C:6]2[C:8]([CH2:19][CH2:20][CH3:21])=[CH:9][C:10]([CH2:12][N:13]3[CH2:18][CH2:17][NH:16][CH2:15][CH2:14]3)=[CH:11][C:5]=2[NH:4][C:3]1=[O:22].F[C:24]1[CH:33]=[CH:32][C:27]([C:28]([NH:30][CH3:31])=[O:29])=[CH:26][CH:25]=1.C1CCN2C(=NCCC2)CC1.C([O-])([O-])=O.[K+].[K+]. The catalyst is CS(C)=O. The product is [CH3:31][NH:30][C:28](=[O:29])[C:27]1[CH:32]=[CH:33][C:24]([N:16]2[CH2:15][CH2:14][N:13]([CH2:12][C:10]3[CH:9]=[C:8]([CH2:19][CH2:20][CH3:21])[C:6]4[O:7][CH:2]([CH3:1])[C:3](=[O:22])[NH:4][C:5]=4[CH:11]=3)[CH2:18][CH2:17]2)=[CH:25][CH:26]=1. The yield is 0.187. (4) The reactants are [Br:1][C:2]1[CH:7]=[C:6]([F:8])[CH:5]=[CH:4][C:3]=1[C@H:9]1[C:14]([C:15]([O:17][C@H:18]([CH3:24])[C:19]([O:21][CH2:22][CH3:23])=[O:20])=[O:16])=[C:13]([CH2:25]Br)[NH:12][C:11]([C:27]2[S:28][CH:29]=[CH:30][N:31]=2)=[N:10]1.[NH:32]1[CH2:37][CH2:36][O:35][CH2:34][CH2:33]1. The catalyst is C(O)(C)C. The product is [Br:1][C:2]1[CH:7]=[C:6]([F:8])[CH:5]=[CH:4][C:3]=1[C@H:9]1[C:14]([C:15]([O:17][C@H:18]([CH3:24])[C:19]([O:21][CH2:22][CH3:23])=[O:20])=[O:16])=[C:13]([CH2:25][N:32]2[CH2:37][CH2:36][O:35][CH2:34][CH2:33]2)[NH:12][C:11]([C:27]2[S:28][CH:29]=[CH:30][N:31]=2)=[N:10]1. The yield is 0.690. (5) The reactants are C([O:9][C@@H:10]1[C@H:17]2[C@H:13]([NH:14][O:15][CH2:16]2)[CH2:12][C@H:11]1[O:18][CH2:19][C:20]1[CH:25]=[CH:24][CH:23]=[CH:22][CH:21]=1)(=O)C1C=CC=CC=1.[C:26]([O:34][C@@H:35]1[C@@H]2[C@@H](NOC2)C[C@H]1OCC1C=CC=CC=1)(=O)[C:27]1[CH:32]=[CH:31][CH:30]=[CH:29][CH:28]=1.C[O-].[Na+].C(=O)([O-])[OH:55].[Na+].ClC(OOCC1C=CC=CC=1)=O. The catalyst is CO. The product is [CH2:19]([O:18][C@@H:11]1[CH2:12][C@@H:13]2[N:14]([C:35]([O:34][CH2:26][C:27]3[CH:28]=[CH:29][CH:30]=[CH:31][CH:32]=3)=[O:55])[O:15][CH2:16][C@@H:17]2[C@H:10]1[OH:9])[C:20]1[CH:21]=[CH:22][CH:23]=[CH:24][CH:25]=1. The yield is 0.180. (6) The reactants are CN(C)C1C=CC=CC=1.[N+:10]([C:13]1[CH:14]=[CH:15][CH:16]=[C:17]2[C:22]=1[N:21]=[CH:20][NH:19][C:18]2=O)([O-:12])=[O:11].O=P(Cl)(Cl)[Cl:26]. No catalyst specified. The product is [Cl:26][C:18]1[C:17]2[C:22](=[C:13]([N+:10]([O-:12])=[O:11])[CH:14]=[CH:15][CH:16]=2)[N:21]=[CH:20][N:19]=1. The yield is 0.596. (7) The reactants are [CH3:1][C:2]1([CH3:15])[O:6][C@H:5]([C@H:7]2[O:12]C(=O)[C@@H](O)[C@H]2O)[CH2:4][O:3]1.I([O-])(=O)(=O)=O.[Na+].[OH-].[Na+].[BH4-].[Na+]. The catalyst is O.CC(C)=O. The yield is 0.557. The product is [CH3:1][C:2]1([CH3:15])[O:6][C@H:5]([CH2:7][OH:12])[CH2:4][O:3]1. (8) The product is [NH2:7][C:6]1[CH:8]=[C:2]([N:22]2[CH2:21][CH2:20][N:19]([C:17]([O:16][C:12]([CH3:15])([CH3:14])[CH3:13])=[O:18])[CH2:24][CH2:23]2)[CH:3]=[CH:4][C:5]=1[N+:9]([O-:11])=[O:10]. The yield is 0.820. The catalyst is CN(C=O)C. The reactants are F[C:2]1[CH:3]=[CH:4][C:5]([N+:9]([O-:11])=[O:10])=[C:6]([CH:8]=1)[NH2:7].[C:12]([O:16][C:17]([N:19]1[CH2:24][CH2:23][NH:22][CH2:21][CH2:20]1)=[O:18])([CH3:15])([CH3:14])[CH3:13].[O-]P([O-])([O-])=O.[K+].[K+].[K+].O. (9) The reactants are [Cl:1][C:2]1[C:3]([F:22])=[C:4]([CH:19]=[CH:20][CH:21]=1)[NH:5][C:6]1[C:15]2[C:10](=[CH:11][C:12]([O:17][CH3:18])=[C:13]([OH:16])[CH:14]=2)[N:9]=[CH:8][N:7]=1.CS(O[CH:28]1[CH2:33][CH2:32][N:31]([C:34]([O:36][C:37]([CH3:40])([CH3:39])[CH3:38])=[O:35])[CH2:30][CH2:29]1)(=O)=O.C(=O)([O-])[O-].[K+].[K+].CN1C(=O)CCC1. The catalyst is O. The product is [Cl:1][C:2]1[C:3]([F:22])=[C:4]([CH:19]=[CH:20][CH:21]=1)[NH:5][C:6]1[C:15]2[C:10](=[CH:11][C:12]([O:17][CH3:18])=[C:13]([O:16][CH:28]3[CH2:33][CH2:32][N:31]([C:34]([O:36][C:37]([CH3:40])([CH3:39])[CH3:38])=[O:35])[CH2:30][CH2:29]3)[CH:14]=2)[N:9]=[CH:8][N:7]=1. The yield is 0.950.